From a dataset of Full USPTO retrosynthesis dataset with 1.9M reactions from patents (1976-2016). Predict the reactants needed to synthesize the given product. (1) Given the product [NH2:1][C:2]1[C:7]([C:8]2[S:12][C:11]3[CH:13]=[CH:14][C:15]([NH:17][C:18]([NH:20][C:21]4[CH:26]=[CH:25][C:24]([Cl:27])=[C:23]([C:28]([F:31])([F:30])[F:29])[CH:22]=4)=[O:19])=[CH:16][C:10]=3[CH:9]=2)=[CH:6][C:5]([C:32]2[N:33]=[N:34][N:35]([CH2:44][CH2:45][O:46][Si:47]([C:50]([CH3:53])([CH3:52])[CH3:51])([CH3:49])[CH3:48])[N:36]=2)=[CH:4][N:3]=1, predict the reactants needed to synthesize it. The reactants are: [NH2:1][C:2]1[C:7]([C:8]2[S:12][C:11]3[CH:13]=[CH:14][C:15]([NH:17][C:18]([NH:20][C:21]4[CH:26]=[CH:25][C:24]([Cl:27])=[C:23]([C:28]([F:31])([F:30])[F:29])[CH:22]=4)=[O:19])=[CH:16][C:10]=3[CH:9]=2)=[CH:6][C:5]([C:32]2[N:33]=[N:34][NH:35][N:36]=2)=[CH:4][N:3]=1.C(=O)([O-])[O-].[K+].[K+].Br[CH2:44][CH2:45][O:46][Si:47]([C:50]([CH3:53])([CH3:52])[CH3:51])([CH3:49])[CH3:48]. (2) The reactants are: CC1NC(C2C=C(C=CC=2C)C(OC)=O)=C(C)N=1.[CH3:19][C:20]1[CH:29]=[C:28]([CH3:30])[C:27](B2OC(C)(C)C(C)(C)O2)=[CH:26][C:21]=1[C:22]([O:24][CH3:25])=[O:23].CC1C=CC(C(OC)=O)=CC=1B1OC(C)(C)C(C)(C)O1.I[C:61]1[NH:65][C:64]([C:66]2([CH3:70])[CH2:69][O:68][CH2:67]2)=[N:63][C:62]=1[CH3:71].IC1NC(C)=NC=1C. Given the product [CH3:19][C:20]1[CH:29]=[C:28]([CH3:30])[C:27]([C:61]2[NH:65][C:64]([C:66]3([CH3:70])[CH2:69][O:68][CH2:67]3)=[N:63][C:62]=2[CH3:71])=[CH:26][C:21]=1[C:22]([O:24][CH3:25])=[O:23], predict the reactants needed to synthesize it. (3) Given the product [CH:1]1([C:6]2[CH:7]=[CH:8][C:9]3[O:13][C:12]4[CH:14]=[C:15]([S:18]([NH:21][C@@H:22]([CH:27]([CH3:28])[CH3:29])[C:23]([O:25][CH3:26])=[O:24])(=[O:20])=[O:19])[CH:16]=[CH:17][C:11]=4[C:10]=3[CH:30]=2)[CH2:2][CH2:3][CH2:4][CH2:5]1, predict the reactants needed to synthesize it. The reactants are: [C:1]1([C:6]2[CH:7]=[CH:8][C:9]3[O:13][C:12]4[CH:14]=[C:15]([S:18]([NH:21][C@@H:22]([CH:27]([CH3:29])[CH3:28])[C:23]([O:25][CH3:26])=[O:24])(=[O:20])=[O:19])[CH:16]=[CH:17][C:11]=4[C:10]=3[CH:30]=2)[CH2:5][CH2:4][CH2:3][CH:2]=1.[H][H]. (4) The reactants are: [B-](F)(F)(F)F.CCN([S+](F)F)CC.[CH:14]([CH:16]1[CH2:21][CH2:20][N:19]([C:22]([O:24][CH2:25][C:26]2[CH:31]=[CH:30][CH:29]=[CH:28][CH:27]=2)=[O:23])[CH2:18][CH2:17]1)=O.[FH:32].[FH:33].F.C(N(CC)CC)C. Given the product [F:32][CH:14]([F:33])[CH:16]1[CH2:21][CH2:20][N:19]([C:22]([O:24][CH2:25][C:26]2[CH:31]=[CH:30][CH:29]=[CH:28][CH:27]=2)=[O:23])[CH2:18][CH2:17]1, predict the reactants needed to synthesize it.